From a dataset of Catalyst prediction with 721,799 reactions and 888 catalyst types from USPTO. Predict which catalyst facilitates the given reaction. (1) Reactant: [CH:1]([N:14]1[CH2:19][CH2:18][NH:17][CH2:16][CH2:15]1)([C:8]1[CH:13]=[CH:12][CH:11]=[CH:10][CH:9]=1)[C:2]1[CH:7]=[CH:6][CH:5]=[CH:4][CH:3]=1.N1C=CC=CC=1.[Cl:26][C:27](Cl)([O:29]C(=O)OC(Cl)(Cl)Cl)Cl.O. Product: [CH:1]([N:14]1[CH2:19][CH2:18][N:17]([C:27]([Cl:26])=[O:29])[CH2:16][CH2:15]1)([C:8]1[CH:13]=[CH:12][CH:11]=[CH:10][CH:9]=1)[C:2]1[CH:7]=[CH:6][CH:5]=[CH:4][CH:3]=1. The catalyst class is: 4. (2) Reactant: [CH3:1][Li].CON(C)[C:6](=[O:15])[C:7]1[CH:12]=[CH:11][C:10]([O:13][CH3:14])=[N:9][CH:8]=1.[Cl-].[NH4+].O. Product: [C:6]([C:7]1[CH:8]=[N:9][C:10]([O:13][CH3:14])=[CH:11][CH:12]=1)(=[O:15])[CH3:1]. The catalyst class is: 54.